Dataset: Forward reaction prediction with 1.9M reactions from USPTO patents (1976-2016). Task: Predict the product of the given reaction. (1) Given the reactants [OH:1][C:2]1[CH:9]=[CH:8][C:5]([CH:6]=[O:7])=[C:4]([O:10][CH3:11])[CH:3]=1.[N:12]1[CH:17]=[CH:16][CH:15]=[CH:14][C:13]=1[CH2:18][CH2:19]O.C1(P(C2C=CC=CC=2)C2C=CC=CC=2)C=CC=CC=1.N(C(OCC)=O)=NC(OCC)=O, predict the reaction product. The product is: [CH3:11][O:10][C:4]1[CH:3]=[C:2]([O:1][CH2:19][CH2:18][C:13]2[CH:14]=[CH:15][CH:16]=[CH:17][N:12]=2)[CH:9]=[CH:8][C:5]=1[CH:6]=[O:7]. (2) Given the reactants [CH3:1][C:2]([CH:5]=[O:6])([CH3:4])[CH3:3].[Li][CH2:8][CH2:9][CH2:10][CH3:11], predict the reaction product. The product is: [CH3:1][C:2]([CH3:4])([CH:5]([OH:6])[CH2:8][CH2:9][CH2:10][CH3:11])[CH3:3]. (3) Given the reactants Cl.[F:2][C:3]1[CH:22]=[CH:21][C:6]2[N:7]=[C:8]([NH2:20])[C:9]3[CH:15]=[C:14]([C:16]([F:19])([F:18])[F:17])[CH:13]=[CH:12][C:10]=3[NH:11][C:5]=2[CH:4]=1.[CH3:23][O:24][CH2:25][CH2:26][CH2:27][C@H:28]1[CH2:33]N[CH2:31][CH2:30][NH:29]1.C(N(C(C)C)CC)(C)C, predict the reaction product. The product is: [F:2][C:3]1[CH:22]=[CH:21][C:6]2[N:7]=[C:8]([N:20]3[CH2:31][CH2:30][NH:29][C@@H:28]([CH2:27][CH2:26][CH2:25][O:24][CH3:23])[CH2:33]3)[C:9]3[CH:15]=[C:14]([C:16]([F:17])([F:19])[F:18])[CH:13]=[CH:12][C:10]=3[NH:11][C:5]=2[CH:4]=1.